Dataset: Forward reaction prediction with 1.9M reactions from USPTO patents (1976-2016). Task: Predict the product of the given reaction. (1) Given the reactants [Cl:1][C:2]1[CH:7]=[CH:6][C:5]([N:8]2[C:12]([CH:13]([CH:16]3[CH2:21][CH2:20][CH2:19][CH2:18][CH2:17]3)[CH2:14][OH:15])=[C:11]3[CH2:22][CH2:23][CH2:24][C:10]3=[N:9]2)=[CH:4][CH:3]=1.[CH3:25][O:26][C:27](=[O:37])[C:28]1[CH:33]=[C:32]([CH3:34])[C:31](O)=[C:30]([CH3:36])[CH:29]=1.C1(P(C2C=CC=CC=2)C2C=CC=CC=2)C=CC=CC=1.N(C(OC(C)(C)C)=O)=NC(OC(C)(C)C)=O, predict the reaction product. The product is: [CH3:25][O:26][C:27](=[O:37])[C:28]1[CH:29]=[C:30]([CH3:36])[C:31]([O:15][CH2:14][CH:13]([C:12]2[N:8]([C:5]3[CH:4]=[CH:3][C:2]([Cl:1])=[CH:7][CH:6]=3)[N:9]=[C:10]3[CH2:24][CH2:23][CH2:22][C:11]=23)[CH:16]2[CH2:21][CH2:20][CH2:19][CH2:18][CH2:17]2)=[C:32]([CH3:34])[CH:33]=1. (2) Given the reactants C[O:2][C:3](=[O:23])[C:4]1[CH:9]=[CH:8][CH:7]=[CH:6][C:5]=1[NH:10][C:11](=[O:22])[CH2:12][O:13][C:14]1[CH:19]=[CH:18][C:17]([Cl:20])=[CH:16][C:15]=1[Cl:21].Cl.C(OCC)(=O)C, predict the reaction product. The product is: [Cl:21][C:15]1[CH:16]=[C:17]([Cl:20])[CH:18]=[CH:19][C:14]=1[O:13][CH2:12][C:11]([NH:10][C:5]1[CH:6]=[CH:7][CH:8]=[CH:9][C:4]=1[C:3]([OH:23])=[O:2])=[O:22]. (3) Given the reactants [Br:1][C:2]1[CH:11]=[CH:10][C:9]2[C:4](=[CH:5][CH:6]=[C:7]([NH2:13])[C:8]=2[NH2:12])[CH:3]=1.[C:14]([O:18][C:19]([N:21]1[C@H:26]([C:27](O)=[O:28])[C@H:25]2[CH2:30][C@@H:22]1[CH2:23][CH2:24]2)=[O:20])([CH3:17])([CH3:16])[CH3:15].CN(C(ON1N=NC2C=CC=NC1=2)=[N+](C)C)C.F[P-](F)(F)(F)(F)F.CCN(C(C)C)C(C)C, predict the reaction product. The product is: [NH2:12][C:8]1[C:9]2[C:4](=[CH:3][C:2]([Br:1])=[CH:11][CH:10]=2)[CH:5]=[CH:6][C:7]=1[NH:13][C:27]([C@@H:26]1[C@H:25]2[CH2:30][C@H:22]([CH2:23][CH2:24]2)[N:21]1[C:19]([O:18][C:14]([CH3:17])([CH3:16])[CH3:15])=[O:20])=[O:28]. (4) Given the reactants [Br:1][C:2]1[C:10]2[O:9][CH:8]([CH2:11][OH:12])[CH2:7][C:6]=2[CH:5]=[CH:4][CH:3]=1.[C:13]1([CH3:23])[CH:18]=[CH:17][C:16]([S:19](Cl)(=[O:21])=[O:20])=[CH:15][CH:14]=1.CC1C=CC(S(OCC2CC3C(C(F)(F)F)=CC=C(Cl)C=3O2)(=O)=O)=CC=1, predict the reaction product. The product is: [CH3:23][C:13]1[CH:18]=[CH:17][C:16]([S:19]([O:12][CH2:11][CH:8]2[CH2:7][C:6]3[CH:5]=[CH:4][CH:3]=[C:2]([Br:1])[C:10]=3[O:9]2)(=[O:21])=[O:20])=[CH:15][CH:14]=1. (5) Given the reactants Cl[S:2]([C:5]1[CH:6]=[C:7]([CH:11]=[CH:12][CH:13]=1)[C:8]([OH:10])=[O:9])(=[O:4])=[O:3].[NH:14]1[CH2:19][CH2:18][O:17][CH2:16][CH2:15]1.C(=O)([O-])[O-].[K+].[K+], predict the reaction product. The product is: [O:17]1[CH2:18][CH2:19][N:14]([S:2]([C:5]2[CH:6]=[C:7]([CH:11]=[CH:12][CH:13]=2)[C:8]([OH:10])=[O:9])(=[O:4])=[O:3])[CH2:15][CH2:16]1. (6) Given the reactants Cl.Cl.[CH:3]([N:6]1[CH2:11][CH2:10][CH:9]([NH:12][C:13]2[C:14]([CH:19]=O)=[N:15][CH:16]=[CH:17][CH:18]=2)[CH2:8][CH2:7]1)([CH3:5])[CH3:4].[NH2:21][C:22]1[CH:30]=[C:29]([F:31])[CH:28]=[C:27]([F:32])[C:23]=1[C:24]([NH2:26])=[O:25].OS([O-])=O.[Na+].O.C1(C)C=CC(S(O)(=O)=O)=CC=1, predict the reaction product. The product is: [F:32][C:27]1[CH:28]=[C:29]([F:31])[CH:30]=[C:22]2[C:23]=1[C:24](=[O:25])[NH:26][C:19]([C:14]1[C:13]([NH:12][CH:9]3[CH2:8][CH2:7][N:6]([CH:3]([CH3:4])[CH3:5])[CH2:11][CH2:10]3)=[CH:18][CH:17]=[CH:16][N:15]=1)=[N:21]2. (7) Given the reactants [Br:1][C:2]1[CH:3]=[CH:4][C:5]([NH:8][C@@H:9]2[CH2:14][CH2:13][CH2:12][N:11](C(OC(C)(C)C)=O)[C@H:10]2[CH3:22])=[N:6][CH:7]=1.C(O)(C(F)(F)F)=O, predict the reaction product. The product is: [Br:1][C:2]1[CH:3]=[CH:4][C:5]([NH:8][C@@H:9]2[CH2:14][CH2:13][CH2:12][NH:11][C@H:10]2[CH3:22])=[N:6][CH:7]=1. (8) Given the reactants Cl.[Br:2][C:3]1[CH:8]=[CH:7][C:6]([C:9]2[N:13]([C:14]3[CH:19]=[CH:18][C:17]([Cl:20])=[CH:16][C:15]=3[Cl:21])[N:12]=[C:11]([C:22]([NH:24][NH:25]C(OC(C)(C)C)=O)=[O:23])[C:10]=2[CH2:33][CH3:34])=[CH:5][CH:4]=1, predict the reaction product. The product is: [Br:2][C:3]1[CH:4]=[CH:5][C:6]([C:9]2[N:13]([C:14]3[CH:19]=[CH:18][C:17]([Cl:20])=[CH:16][C:15]=3[Cl:21])[N:12]=[C:11]([C:22]([NH:24][NH2:25])=[O:23])[C:10]=2[CH2:33][CH3:34])=[CH:7][CH:8]=1. (9) Given the reactants [F:1][C:2]1[CH:19]=[CH:18][C:5]2[N:6]3[CH:12]=[N:11][C:10]([C:13](OCC)=O)=[C:7]3[CH2:8][O:9][C:4]=2[C:3]=1[CH2:20][CH2:21][N:22]1[CH2:27][CH2:26][N:25]([C:28]2[CH:37]=[CH:36][CH:35]=[C:34]3[C:29]=2[CH:30]=[CH:31][C:32]([C:38]([F:41])([F:40])[F:39])=[N:33]3)[CH2:24][CH2:23]1.C[Al](C)C.[NH3:46].C(Cl)[Cl:48], predict the reaction product. The product is: [ClH:48].[F:1][C:2]1[CH:19]=[CH:18][C:5]2[N:6]3[CH:12]=[N:11][C:10]([C:13]#[N:46])=[C:7]3[CH2:8][O:9][C:4]=2[C:3]=1[CH2:20][CH2:21][N:22]1[CH2:23][CH2:24][N:25]([C:28]2[CH:37]=[CH:36][CH:35]=[C:34]3[C:29]=2[CH:30]=[CH:31][C:32]([C:38]([F:40])([F:39])[F:41])=[N:33]3)[CH2:26][CH2:27]1. (10) The product is: [CH3:1][C:2]1[CH:3]=[CH:4][C:5]([N:11]2[CH:20]=[N:16][CH:14]=[N:15]2)=[C:6]([CH:10]=1)[C:7]([OH:9])=[O:8]. Given the reactants [CH3:1][C:2]1[CH:3]=[CH:4][C:5]([N:11]2[N:15]=[CH:14]C=N2)=[C:6]([CH:10]=1)[C:7]([OH:9])=[O:8].[NH:16]1[CH:20]=NC=N1, predict the reaction product.